From a dataset of Peptide-MHC class I binding affinity with 185,985 pairs from IEDB/IMGT. Regression. Given a peptide amino acid sequence and an MHC pseudo amino acid sequence, predict their binding affinity value. This is MHC class I binding data. (1) The peptide sequence is VPTSRTTWSI. The MHC is HLA-B51:01 with pseudo-sequence HLA-B51:01. The binding affinity (normalized) is 0.634. (2) The peptide sequence is LIFLLVLLDY. The MHC is HLA-A68:02 with pseudo-sequence HLA-A68:02. The binding affinity (normalized) is 0. (3) The binding affinity (normalized) is 0.0847. The MHC is HLA-B15:02 with pseudo-sequence HLA-B15:02. The peptide sequence is IQYPLWWGH. (4) The peptide sequence is KSRCGSLGY. The MHC is HLA-A31:01 with pseudo-sequence HLA-A31:01. The binding affinity (normalized) is 0.162.